This data is from Forward reaction prediction with 1.9M reactions from USPTO patents (1976-2016). The task is: Predict the product of the given reaction. Given the reactants Br[C:2]1[C:6]2=[N:7][C:8]([C:11]([NH:13][C:14]3[CH:15]=[N:16][CH:17]=[CH:18][C:19]=3[N:20]3[CH2:25][CH2:24][CH2:23][C@H:22]([NH:26][C:27](=[O:33])[O:28][C:29]([CH3:32])([CH3:31])[CH3:30])[CH2:21]3)=[O:12])=[CH:9][CH:10]=[C:5]2[O:4][CH:3]=1.[O-]P([O-])([O-])=O.[K+].[K+].[K+].[C:42](B1OC(C)(C)C(C)(C)O1)([CH3:44])=[CH2:43], predict the reaction product. The product is: [CH2:43]=[C:42]([C:2]1[C:6]2=[N:7][C:8]([C:11]([NH:13][C:14]3[CH:15]=[N:16][CH:17]=[CH:18][C:19]=3[N:20]3[CH2:25][CH2:24][CH2:23][C@H:22]([NH:26][C:27](=[O:33])[O:28][C:29]([CH3:32])([CH3:31])[CH3:30])[CH2:21]3)=[O:12])=[CH:9][CH:10]=[C:5]2[O:4][CH:3]=1)[CH3:44].